Dataset: Reaction yield outcomes from USPTO patents with 853,638 reactions. Task: Predict the reaction yield, written as a fraction of the theoretical maximum amount of product (1.0 means a 100% yield; for example, 0.34 means a 34% yield). (1) The reactants are [C:1]([O:7][CH2:8][N:9]1[C:13]2[N:14]=[N:15][CH:16]=[C:17]([C:18]3[CH:19]=[N:20][NH:21][CH:22]=3)[C:12]=2[CH:11]=[CH:10]1)(=[O:6])[C:2]([CH3:5])([CH3:4])[CH3:3].[CH2:23]1[CH2:33][CH2:32][N:31]2[C:26](=NCCC2)[CH2:25][CH2:24]1.[C:34](#N)C. No catalyst specified. The product is [C:1]([O:7][CH2:8][N:9]1[C:13]2[N:14]=[N:15][CH:16]=[C:17]([C:18]3[CH:19]=[N:20][N:21]([CH:23]([CH:24]4[CH2:25][CH2:26][CH2:34]4)[CH2:33][C:32]#[N:31])[CH:22]=3)[C:12]=2[CH:11]=[CH:10]1)(=[O:6])[C:2]([CH3:5])([CH3:4])[CH3:3]. The yield is 0.776. (2) The reactants are [Br:1]N1C(=O)CCC1=O.C(#N)C.[CH3:12][C:13]1([CH3:25])[CH2:17][C:16]2[C:18]([CH3:24])=[CH:19][C:20]([CH3:23])=[C:21]([CH3:22])[C:15]=2[O:14]1. The catalyst is O. The product is [Br:1][C:19]1[C:20]([CH3:23])=[C:21]([CH3:22])[C:15]2[O:14][C:13]([CH3:25])([CH3:12])[CH2:17][C:16]=2[C:18]=1[CH3:24]. The yield is 0.860. (3) The reactants are FC(F)(F)C(O)=O.C(OC(=O)[NH:14][CH2:15][CH:16]1[CH2:19][N:18]([C:20](=[O:45])[C:21]2[CH:26]=[CH:25][C:24]([S:27]([N:30]3[C:38]4[C:33](=[CH:34][CH:35]=[CH:36][CH:37]=4)[C:32]([C:39]4[CH:44]=[CH:43][CH:42]=[CH:41][CH:40]=4)=[CH:31]3)(=[O:29])=[O:28])=[CH:23][CH:22]=2)[CH2:17]1)(C)(C)C. No catalyst specified. The product is [NH2:14][CH2:15][CH:16]1[CH2:17][N:18]([C:20]([C:21]2[CH:22]=[CH:23][C:24]([S:27]([N:30]3[C:38]4[C:33](=[CH:34][CH:35]=[CH:36][CH:37]=4)[C:32]([C:39]4[CH:44]=[CH:43][CH:42]=[CH:41][CH:40]=4)=[CH:31]3)(=[O:29])=[O:28])=[CH:25][CH:26]=2)=[O:45])[CH2:19]1. The yield is 0.953. (4) The reactants are [OH:1][C:2]1[CH:7]=[CH:6][C:5]([S:8]([NH:11][CH3:12])(=[O:10])=[O:9])=[CH:4][C:3]=1[N+:13]([O-])=O. The catalyst is C(O)C.[Pd]. The product is [NH2:13][C:3]1[CH:4]=[C:5]([S:8]([NH:11][CH3:12])(=[O:10])=[O:9])[CH:6]=[CH:7][C:2]=1[OH:1]. The yield is 0.730. (5) The reactants are C[O:2][C:3]([C:5]1[C:10](Cl)=[CH:9][C:8](=[O:12])[N:7]([C:13]2[CH:18]=[CH:17][CH:16]=[CH:15][CH:14]=2)[N:6]=1)=[O:4].[Br:19][C:20]1[CH:26]=[CH:25][C:23]([NH2:24])=[C:22]([F:27])[CH:21]=1.C(=O)([O-])[O-].[Cs+].[Cs+].O. The catalyst is ClC1C=CC=CC=1Cl.CCOC(C)=O. The product is [Br:19][C:20]1[CH:26]=[CH:25][C:23]([NH:24][C:10]2[C:5]([C:3]([OH:2])=[O:4])=[N:6][N:7]([C:13]3[CH:18]=[CH:17][CH:16]=[CH:15][CH:14]=3)[C:8](=[O:12])[CH:9]=2)=[C:22]([F:27])[CH:21]=1. The yield is 0.430.